The task is: Predict the reactants needed to synthesize the given product.. This data is from Full USPTO retrosynthesis dataset with 1.9M reactions from patents (1976-2016). (1) Given the product [C:1]([Si:5]([O:8]/[C:9](/[C:12]1[CH:17]=[CH:16][CH:15]=[C:14]([Cl:18])[CH:13]=1)=[CH:10]\[CH2:11][CH2:22][CH3:23])([CH3:7])[CH3:6])([CH3:2])([CH3:3])[CH3:4], predict the reactants needed to synthesize it. The reactants are: [C:1]([Si:5]([O:8]/[C:9](/[C:12]1[CH:17]=[CH:16][CH:15]=[C:14]([Cl:18])[CH:13]=1)=[CH:10]\[CH3:11])([CH3:7])[CH3:6])([CH3:4])([CH3:3])[CH3:2].[Si](OS(C(F)(F)F)(=O)=O)([C:22](C)(C)[CH3:23])(C)C.CCN(CC)CC. (2) The reactants are: [OH:1][C@:2]([CH3:38])([CH2:36][I:37])[C:3](=[O:35])[C@@H:4]([NH:12][C:13](=[O:34])[C@@H:14]([NH:18][C:19](=[O:33])[C@@H:20]([NH:24][C:25]([C:27]1[S:31][C:30]([CH3:32])=[N:29][CH:28]=1)=[O:26])[CH2:21][O:22][CH3:23])[CH2:15][O:16][CH3:17])[CH2:5][C:6]1[CH:11]=[CH:10][CH:9]=[CH:8][CH:7]=1.Cl[C:40](Cl)([O:42]C(=O)OC(Cl)(Cl)Cl)Cl.[OH:51][CH2:52][C:53]1[O:54][C:55](=[O:59])[O:56][C:57]=1[CH3:58]. Given the product [C:40](=[O:42])([O:51][CH2:52][C:53]1[O:54][C:55](=[O:59])[O:56][C:57]=1[CH3:58])[O:1][C@@:2]([CH3:38])([C:3](=[O:35])[C@@H:4]([NH:12][C:13](=[O:34])[C@@H:14]([NH:18][C:19](=[O:33])[C@@H:20]([NH:24][C:25]([C:27]1[S:31][C:30]([CH3:32])=[N:29][CH:28]=1)=[O:26])[CH2:21][O:22][CH3:23])[CH2:15][O:16][CH3:17])[CH2:5][C:6]1[CH:7]=[CH:8][CH:9]=[CH:10][CH:11]=1)[CH2:36][I:37], predict the reactants needed to synthesize it.